From a dataset of Peptide-MHC class I binding affinity with 185,985 pairs from IEDB/IMGT. Regression. Given a peptide amino acid sequence and an MHC pseudo amino acid sequence, predict their binding affinity value. This is MHC class I binding data. The peptide sequence is YPLASLRSLF. The MHC is HLA-B07:02 with pseudo-sequence HLA-B07:02. The binding affinity (normalized) is 0.444.